This data is from Full USPTO retrosynthesis dataset with 1.9M reactions from patents (1976-2016). The task is: Predict the reactants needed to synthesize the given product. (1) Given the product [Cl:1][C:2]1[C:11]2[C:6](=[CH:7][CH:8]=[CH:9][CH:10]=2)[CH:5]=[C:4]([CH3:12])[C:3]=1[C@H:13]([O:35][C:36]([CH3:43])([CH3:42])[CH2:37][OH:38])[CH2:14][O:15][C:16]([C:17]1[CH:18]=[CH:19][CH:20]=[CH:21][CH:22]=1)([C:23]1[CH:24]=[CH:25][CH:26]=[CH:27][CH:28]=1)[C:29]1[CH:34]=[CH:33][CH:32]=[CH:31][CH:30]=1, predict the reactants needed to synthesize it. The reactants are: [Cl:1][C:2]1[C:11]2[C:6](=[CH:7][CH:8]=[CH:9][CH:10]=2)[CH:5]=[C:4]([CH3:12])[C:3]=1[C@H:13]([O:35][C:36]([CH3:43])([CH3:42])[C:37](OCC)=[O:38])[CH2:14][O:15][C:16]([C:29]1[CH:34]=[CH:33][CH:32]=[CH:31][CH:30]=1)([C:23]1[CH:28]=[CH:27][CH:26]=[CH:25][CH:24]=1)[C:17]1[CH:22]=[CH:21][CH:20]=[CH:19][CH:18]=1.CC(C[AlH]CC(C)C)C.[C@H](O)(C([O-])=O)[C@@H](O)C([O-])=O.[Na+].[K+].[OH-].[K+]. (2) Given the product [C@@H:1]([N:5]([CH3:32])[C:6]1[C:7]([C:20]2[O:21][C:22]3[CH:28]=[CH:27][C:26]([F:29])=[CH:25][C:23]=3[CH:24]=2)=[N:8][C:9]2[C:14]([N:15]=1)=[CH:13][C:12]([C:16]([OH:18])=[O:17])=[CH:11][CH:10]=2)([CH2:3][CH3:4])[CH3:2], predict the reactants needed to synthesize it. The reactants are: [C@@H:1]([NH:5][C:6]1[C:7]([C:20]2[O:21][C:22]3[CH:28]=[CH:27][C:26]([F:29])=[CH:25][C:23]=3[CH:24]=2)=[N:8][C:9]2[C:14]([N:15]=1)=[CH:13][C:12]([C:16]([O:18]C)=[O:17])=[CH:11][CH:10]=2)([CH2:3][CH3:4])[CH3:2].[H-].[Na+].[CH3:32]I.